Dataset: Full USPTO retrosynthesis dataset with 1.9M reactions from patents (1976-2016). Task: Predict the reactants needed to synthesize the given product. (1) Given the product [CH:12]([C:2]1[CH:11]=[N:10][C:5]2=[N:6][CH:7]=[CH:8][N:9]=[C:4]2[CH:3]=1)=[CH2:13], predict the reactants needed to synthesize it. The reactants are: Br[C:2]1[CH:11]=[N:10][C:5]2=[N:6][CH:7]=[CH:8][N:9]=[C:4]2[CH:3]=1.[CH2:12](C([Sn])=C(CCCC)CCCC)[CH2:13]CC.[Li+].[Cl-]. (2) Given the product [NH2:18][C:15]1[C:4]([C:5]([O:7][CH2:8][C:9]2[CH:10]=[CH:11][CH:12]=[CH:13][CH:14]=2)=[O:6])=[C:3]([CH3:26])[C:2]([C:27]#[N:28])=[CH:17][CH:16]=1, predict the reactants needed to synthesize it. The reactants are: Br[C:2]1[C:3]([CH3:26])=[C:4]([C:15]([NH:18]C(OC(C)(C)C)=O)=[CH:16][CH:17]=1)[C:5]([O:7][CH2:8][C:9]1[CH:14]=[CH:13][CH:12]=[CH:11][CH:10]=1)=[O:6].[CH3:27][N:28](C=O)C. (3) The reactants are: [CH2:1]([NH:3][CH2:4][C:5]1[C:6]([CH3:12])=[C:7]([CH:9]=[CH:10][CH:11]=1)[NH2:8])[CH3:2].[C:13](O[C:13]([O:15][C:16]([CH3:19])([CH3:18])[CH3:17])=[O:14])([O:15][C:16]([CH3:19])([CH3:18])[CH3:17])=[O:14]. Given the product [NH2:8][C:7]1[C:6]([CH3:12])=[C:5]([CH:11]=[CH:10][CH:9]=1)[CH2:4][N:3]([CH2:1][CH3:2])[C:13](=[O:14])[O:15][C:16]([CH3:19])([CH3:18])[CH3:17], predict the reactants needed to synthesize it. (4) Given the product [NH2:26][C:22]1[C:23]([Cl:25])=[CH:24][C:19]([C:18]([NH:17][CH2:16][C@@H:12]2[CH2:11][N:10]([CH2:9][CH2:8][CH2:7][CH2:6][CH2:5][C:4]([O:3][C@@H:1]3[CH:34]4[CH2:35][CH2:36][N:31]([CH2:32][CH2:33]4)[CH2:2]3)=[O:30])[CH2:15][CH2:14][O:13]2)=[O:29])=[C:20]([O:27][CH3:28])[CH:21]=1, predict the reactants needed to synthesize it. The reactants are: [CH2:1]([O:3][C:4](=[O:30])[CH2:5][CH2:6][CH2:7][CH2:8][CH2:9][N:10]1[CH2:15][CH2:14][O:13][C@H:12]([CH2:16][NH:17][C:18](=[O:29])[C:19]2[CH:24]=[C:23]([Cl:25])[C:22]([NH2:26])=[CH:21][C:20]=2[O:27][CH3:28])[CH2:11]1)[CH3:2].[N:31]12CC[CH:34]([CH2:35][CH2:36]1)[CH:33](O)[CH2:32]2.